Dataset: Full USPTO retrosynthesis dataset with 1.9M reactions from patents (1976-2016). Task: Predict the reactants needed to synthesize the given product. (1) Given the product [C:1]([C:3]1[CH:4]=[CH:5][C:6]([C:9]2[N:13]3[CH:14]=[C:15]([C:18]4[CH:26]=[CH:25][C:21]([C:22]([N:58]5[CH2:59][CH2:60][CH:61]([NH:64][C:65](=[O:71])[O:66][C:67]([CH3:68])([CH3:70])[CH3:69])[CH2:62][CH2:63]5)=[O:23])=[CH:20][CH:19]=4)[CH:16]=[CH:17][C:12]3=[N:11][CH:10]=2)=[CH:7][CH:8]=1)#[N:2], predict the reactants needed to synthesize it. The reactants are: [C:1]([C:3]1[CH:8]=[CH:7][C:6]([C:9]2[N:13]3[CH:14]=[C:15]([C:18]4[CH:26]=[CH:25][C:21]([C:22](O)=[O:23])=[CH:20][CH:19]=4)[CH:16]=[CH:17][C:12]3=[N:11][CH:10]=2)=[CH:5][CH:4]=1)#[N:2].CN1CCOCC1.CN(C(ON1N=NC2C=CC=NC1=2)=[N+](C)C)C.F[P-](F)(F)(F)(F)F.[NH:58]1[CH2:63][CH2:62][CH:61]([NH:64][C:65](=[O:71])[O:66][C:67]([CH3:70])([CH3:69])[CH3:68])[CH2:60][CH2:59]1. (2) Given the product [Cl:28][CH2:29][CH2:30][C:31]([NH:1][C:2]1[CH:3]=[C:4]([S:10](=[O:12])(=[O:11])[N:13]([CH3:20])[C:14]2[CH:15]=[CH:16][CH:17]=[CH:18][CH:19]=2)[CH:5]=[CH:6][C:7]=1[NH:8][CH3:9])=[O:32], predict the reactants needed to synthesize it. The reactants are: [NH2:1][C:2]1[CH:3]=[C:4]([S:10]([N:13]([CH3:20])[C:14]2[CH:19]=[CH:18][CH:17]=[CH:16][CH:15]=2)(=[O:12])=[O:11])[CH:5]=[CH:6][C:7]=1[NH:8][CH3:9].C(N(CC)CC)C.[Cl:28][CH2:29][CH2:30][C:31](Cl)=[O:32].O. (3) Given the product [F:1][CH:2]([F:23])[O:3][C:4]1[CH:9]=[CH:8][C:7]([C:10]#[C:11][C:12]2[CH:13]=[C:14]([CH:18]3[CH2:21][CH:20]([OH:22])[CH2:19]3)[CH:15]=[CH:16][CH:17]=2)=[CH:6][CH:5]=1, predict the reactants needed to synthesize it. The reactants are: [F:1][CH:2]([F:23])[O:3][C:4]1[CH:9]=[CH:8][C:7]([C:10]#[C:11][C:12]2[CH:13]=[C:14]([CH:18]3[CH2:21][C:20](=[O:22])[CH2:19]3)[CH:15]=[CH:16][CH:17]=2)=[CH:6][CH:5]=1.[BH4-].[Na+].O. (4) Given the product [C:22]([C:26]1[CH:30]=[C:29]([NH:31][C:32]([NH:1][C:2]2[CH:20]=[CH:19][C:5]([O:6][C:7]3[C:12]4[NH:13][C:14](=[O:18])[C:15](=[O:17])[NH:16][C:11]=4[N:10]=[CH:9][CH:8]=3)=[CH:4][C:3]=2[F:21])=[O:33])[N:28]([C:34]2[CH:39]=[CH:38][C:37]([S:40]([CH3:43])(=[O:42])=[O:41])=[CH:36][CH:35]=2)[N:27]=1)([CH3:25])([CH3:23])[CH3:24], predict the reactants needed to synthesize it. The reactants are: [NH2:1][C:2]1[CH:20]=[CH:19][C:5]([O:6][C:7]2[C:12]3[NH:13][C:14](=[O:18])[C:15](=[O:17])[NH:16][C:11]=3[N:10]=[CH:9][CH:8]=2)=[CH:4][C:3]=1[F:21].[C:22]([C:26]1[CH:30]=[C:29]([N:31]=[C:32]=[O:33])[N:28]([C:34]2[CH:39]=[CH:38][C:37]([S:40]([CH3:43])(=[O:42])=[O:41])=[CH:36][CH:35]=2)[N:27]=1)([CH3:25])([CH3:24])[CH3:23].C(Cl)Cl. (5) Given the product [Cl-:8].[OH:14][CH2:13][CH2:12][N+:11]([CH2:18][CH2:19][OH:20])([CH2:15][CH2:16][OH:17])[CH2:7][C:6]1[CH:9]=[CH:10][C:3]([CH:1]=[CH2:2])=[CH:4][CH:5]=1, predict the reactants needed to synthesize it. The reactants are: [CH:1]([C:3]1[CH:10]=[CH:9][C:6]([CH2:7][Cl:8])=[CH:5][CH:4]=1)=[CH2:2].[N:11]([CH2:18][CH2:19][OH:20])([CH2:15][CH2:16][OH:17])[CH2:12][CH2:13][OH:14]. (6) Given the product [CH2:2]([C:9]1[CH:14]=[C:13]([CH3:15])[N:12]=[C:11]([NH:16][CH:17]2[CH2:22][CH2:21][N:20]([C:28]#[N:29])[CH2:19][CH2:18]2)[N:10]=1)[C:3]1[CH:4]=[CH:5][CH:6]=[CH:7][CH:8]=1, predict the reactants needed to synthesize it. The reactants are: Cl.[CH2:2]([C:9]1[CH:14]=[C:13]([CH3:15])[N:12]=[C:11]([NH:16][CH:17]2[CH2:22][CH2:21][NH:20][CH2:19][CH2:18]2)[N:10]=1)[C:3]1[CH:8]=[CH:7][CH:6]=[CH:5][CH:4]=1.C(=O)([O-])O.[Na+].[C:28](Br)#[N:29].